From a dataset of Reaction yield outcomes from USPTO patents with 853,638 reactions. Predict the reaction yield, written as a fraction of the theoretical maximum amount of product (1.0 means a 100% yield; for example, 0.34 means a 34% yield). (1) The reactants are [Cl:1][C:2]1[CH:7]=[CH:6][C:5]([NH:8][C:9](=[O:16])[C:10]2[CH:15]=[CH:14][CH:13]=[CH:12][CH:11]=2)=[C:4]([C:17](=[O:25])[C:18]2[CH:23]=[CH:22][CH:21]=[CH:20][C:19]=2[CH3:24])[CH:3]=1.[Br:26]N1C(=O)CCC1=O. The catalyst is C(Cl)(Cl)(Cl)Cl.C(Cl)Cl. The product is [Br:26][CH2:24][C:19]1[CH:20]=[CH:21][CH:22]=[CH:23][C:18]=1[C:17]([C:4]1[CH:3]=[C:2]([Cl:1])[CH:7]=[CH:6][C:5]=1[NH:8][C:9](=[O:16])[C:10]1[CH:11]=[CH:12][CH:13]=[CH:14][CH:15]=1)=[O:25]. The yield is 0.740. (2) The reactants are Br[C:2]1[CH:3]=[C:4]2[C:9](=[CH:10][CH:11]=1)[CH:8]=[C:7]([O:12][Si:13]([C:16]([CH3:19])([CH3:18])[CH3:17])([CH3:15])[CH3:14])[CH:6]=[CH:5]2.[Li]CCCC.CN([CH:28]=[O:29])C. The catalyst is C1COCC1. The product is [Si:13]([O:12][C:7]1[CH:8]=[C:9]2[C:4](=[CH:5][CH:6]=1)[CH:3]=[C:2]([CH:28]=[O:29])[CH:11]=[CH:10]2)([C:16]([CH3:19])([CH3:18])[CH3:17])([CH3:15])[CH3:14]. The yield is 0.640. (3) The reactants are [O:1]1[CH:5]=[CH:4][CH:3]=[C:2]1[C:6](Cl)=[O:7].[Cl:9][C:10]1[CH:11]=[C:12]2[C:17](=[CH:18][CH:19]=1)[N:16]([CH2:20][C:21]1[CH:26]=[CH:25][C:24]([F:27])=[CH:23][CH:22]=1)[C:15](=[O:28])[C:14]([C:29]#[N:30])=[C:13]2[N:31]1[CH2:36][CH2:35][NH:34][CH2:33][CH2:32]1. The catalyst is N1C=CC=CC=1. The product is [Cl:9][C:10]1[CH:11]=[C:12]2[C:17](=[CH:18][CH:19]=1)[N:16]([CH2:20][C:21]1[CH:22]=[CH:23][C:24]([F:27])=[CH:25][CH:26]=1)[C:15](=[O:28])[C:14]([C:29]#[N:30])=[C:13]2[N:31]1[CH2:36][CH2:35][N:34]([C:6]([C:2]2[O:1][CH:5]=[CH:4][CH:3]=2)=[O:7])[CH2:33][CH2:32]1. The yield is 0.430. (4) The reactants are [CH3:1][C:2]1[N:3]([S:15]([C:18]2[CH:23]=[CH:22][CH:21]=[CH:20][CH:19]=2)(=[O:17])=[O:16])[C:4]([C:9]2[CH:14]=[CH:13][CH:12]=[CH:11][CH:10]=2)=[CH:5][C:6]=1[CH:7]=O.[Cl-:24].C[NH3+].[C:27]([BH3-])#[N:28].[Na+]. No catalyst specified. The product is [ClH:24].[CH3:27][NH:28][CH2:7][C:6]1[CH:5]=[C:4]([C:9]2[CH:10]=[CH:11][CH:12]=[CH:13][CH:14]=2)[N:3]([S:15]([C:18]2[CH:23]=[CH:22][CH:21]=[CH:20][CH:19]=2)(=[O:17])=[O:16])[C:2]=1[CH3:1]. The yield is 0.350. (5) The reactants are Br[C:2]1[CH:3]=[C:4]([CH:29]=[CH:30][CH:31]=1)[C:5]([NH:7][CH:8]([C:10]1[N:15]=[N:14][C:13]([NH:16][C:17]2[CH:22]=[C:21]([O:23][CH3:24])[C:20]([O:25][CH3:26])=[C:19]([O:27][CH3:28])[CH:18]=2)=[N:12][CH:11]=1)[CH3:9])=[O:6].NC(C1N=NC(N[C:42]2[CH:47]=[C:46]([O:48]C)[C:45](OC)=[C:44](OC)[CH:43]=2)=NC=1)C.O(C1C=C(C=CC=1)C(O)=O)C1C=CC=CC=1.C(N(C(C)C)CC)(C)C.F[P-](F)(F)(F)(F)F.N1(OC(N(C)C)=[N+](C)C)C2N=CC=CC=2N=N1. The catalyst is CN(C)C=O. The product is [O:48]([C:2]1[CH:3]=[C:4]([CH:29]=[CH:30][CH:31]=1)[C:5]([NH:7][CH:8]([C:10]1[N:15]=[N:14][C:13]([NH:16][C:17]2[CH:22]=[C:21]([O:23][CH3:24])[C:20]([O:25][CH3:26])=[C:19]([O:27][CH3:28])[CH:18]=2)=[N:12][CH:11]=1)[CH3:9])=[O:6])[C:46]1[CH:47]=[CH:42][CH:43]=[CH:44][CH:45]=1. The yield is 1.00. (6) The reactants are [CH:1]1([C:4]2[NH:22][C:7]3=[C:8]([C:20]#[N:21])[C:9]([CH3:19])=[C:10]([C:13]4[CH:18]=[CH:17][CH:16]=[CH:15][CH:14]=4)[C:11](=O)[N:6]3[N:5]=2)[CH2:3][CH2:2]1.P(Cl)(Cl)([Cl:25])=O. No catalyst specified. The product is [Cl:25][C:11]1[N:6]2[N:5]=[C:4]([CH:1]3[CH2:3][CH2:2]3)[N:22]=[C:7]2[C:8]([C:20]#[N:21])=[C:9]([CH3:19])[C:10]=1[C:13]1[CH:18]=[CH:17][CH:16]=[CH:15][CH:14]=1. The yield is 0.770. (7) The reactants are [Cl:1][C:2]1[C:3]([O:25][C@H:26]2[CH2:30][CH2:29][CH2:28][C@@H:27]2[C:31]2[N:35]([CH3:36])[N:34]=[CH:33][CH:32]=2)=[CH:4][C:5]([F:24])=[C:6]([S:8]([N:11]([C:19]2[N:20]=[CH:21][S:22][CH:23]=2)C(=O)OC(C)(C)C)(=[O:10])=[O:9])[CH:7]=1.FC(F)(F)C(O)=O. The catalyst is ClCCl. The product is [Cl:1][C:2]1[C:3]([O:25][C@H:26]2[CH2:30][CH2:29][CH2:28][C@@H:27]2[C:31]2[N:35]([CH3:36])[N:34]=[CH:33][CH:32]=2)=[CH:4][C:5]([F:24])=[C:6]([S:8]([NH:11][C:19]2[N:20]=[CH:21][S:22][CH:23]=2)(=[O:10])=[O:9])[CH:7]=1. The yield is 0.990. (8) The reactants are [C:1]12([C:11]3[CH:24]=[CH:23][C:14]([O:15][C:16]([CH3:22])([CH3:21])[C:17]([O:19]C)=[O:18])=[CH:13][CH:12]=3)[CH2:10][CH:5]3[CH2:6][CH:7]([CH2:9][CH:3]([CH2:4]3)[CH2:2]1)[CH2:8]2.O.[OH-].[Li+].Cl. The catalyst is O.C1COCC1. The product is [C:1]12([C:11]3[CH:12]=[CH:13][C:14]([O:15][C:16]([CH3:21])([CH3:22])[C:17]([OH:19])=[O:18])=[CH:23][CH:24]=3)[CH2:8][CH:7]3[CH2:9][CH:3]([CH2:4][CH:5]([CH2:6]3)[CH2:10]1)[CH2:2]2. The yield is 0.961. (9) The reactants are Cl[C:2]1[CH:11]=[N:10][C:9]2[C:4](=[CH:5][CH:6]=[C:7]([O:12][CH3:13])[CH:8]=2)[N:3]=1.[CH3:14][O:15][C:16]1[CH:21]=[C:20]([O:22][CH3:23])[CH:19]=[CH:18][C:17]=1[CH2:24][NH2:25].C(OCC)(=O)C. The catalyst is CS(C)=O. The product is [CH3:14][O:15][C:16]1[CH:21]=[C:20]([O:22][CH3:23])[CH:19]=[CH:18][C:17]=1[CH2:24][NH:25][C:2]1[CH:11]=[N:10][C:9]2[C:4](=[CH:5][CH:6]=[C:7]([O:12][CH3:13])[CH:8]=2)[N:3]=1. The yield is 0.870. (10) The reactants are [CH3:1][C:2]1([CH3:11])[N:7]([O])[C:6]([CH3:10])([CH3:9])[CH2:5][CH2:4][CH2:3]1.[C:12]([O:16]N=O)(C)([CH3:14])[CH3:13].N[C:20]1[CH:25]=CC=C[CH:21]=1. The catalyst is N1C=CC=CC=1.[V]. The product is [O:16]([N:7]1[C:2]([CH3:11])([CH3:1])[CH2:3][CH2:4][CH2:5][C:6]1([CH3:10])[CH3:9])[C:12]1[CH:14]=[CH:25][CH:20]=[CH:21][CH:13]=1. The yield is 0.722.